Dataset: Blood-brain barrier permeability classification from the B3DB database. Task: Regression/Classification. Given a drug SMILES string, predict its absorption, distribution, metabolism, or excretion properties. Task type varies by dataset: regression for continuous measurements (e.g., permeability, clearance, half-life) or binary classification for categorical outcomes (e.g., BBB penetration, CYP inhibition). Dataset: b3db_classification. (1) The compound is C=C[C@H]1CN2CC[C@@H]1C[C@H]2[C@H](O)c1ccnc2ccc(OC)cc12. The result is 0 (does not penetrate BBB). (2) The molecule is c1cnc2cc3c(cc2n1)C1CNCC3C1. The result is 1 (penetrates BBB).